Task: Predict the product of the given reaction.. Dataset: Forward reaction prediction with 1.9M reactions from USPTO patents (1976-2016) (1) Given the reactants Cl[C:2]1[N:7]=[C:6]([C:8]2([S:21]([CH:24]3[CH2:26][CH2:25]3)(=[O:23])=[O:22])[CH2:13][CH2:12][N:11](C(OC(C)(C)C)=O)[CH2:10][CH2:9]2)[CH:5]=[C:4]([N:27]2[CH2:32][CH2:31][O:30][CH2:29][C@@H:28]2[CH3:33])[N:3]=1.C([O-])([O-])=O.[Na+].[Na+].[NH:40]1[C:48]2[C:43](=[C:44](B(O)O)[CH:45]=[CH:46][CH:47]=2)[CH:42]=[CH:41]1.COCCOC.O.CCO, predict the reaction product. The product is: [CH:24]1([S:21]([C:8]2([C:6]3[CH:5]=[C:4]([N:27]4[CH2:32][CH2:31][O:30][CH2:29][C@@H:28]4[CH3:33])[N:3]=[C:2]([C:44]4[CH:45]=[CH:46][CH:47]=[C:48]5[C:43]=4[CH:42]=[CH:41][NH:40]5)[N:7]=3)[CH2:9][CH2:10][NH:11][CH2:12][CH2:13]2)(=[O:22])=[O:23])[CH2:25][CH2:26]1. (2) Given the reactants C([O:3][C:4]([C:6]1[C:7]([CH3:22])=[N:8][N:9]([C:11]2[C:16]([CH2:17][O:18][CH:19]3[CH2:21][CH2:20]3)=[CH:15][CH:14]=[CH:13][N:12]=2)[CH:10]=1)=O)C.[H-].[Al+3].[Li+].[H-].[H-].[H-].[Cl-].[NH4+], predict the reaction product. The product is: [CH:19]1([O:18][CH2:17][C:16]2[C:11]([N:9]3[CH:10]=[C:6]([CH:4]=[O:3])[C:7]([CH3:22])=[N:8]3)=[N:12][CH:13]=[CH:14][CH:15]=2)[CH2:20][CH2:21]1. (3) The product is: [C:2]1([C:8]2[CH:13]=[CH:12][C:11]([C:14]([OH:15])=[O:26])=[C:10]([CH2:21][CH2:22][CH3:23])[CH:9]=2)[CH:3]=[CH:4][CH:5]=[CH:6][CH:7]=1. Given the reactants Cl.[C:2]1([C:8]2[CH:13]=[CH:12][C:11]([C:14]3[O:15]CC(C)(C)N=3)=[C:10]([CH2:21][CH2:22][CH3:23])[CH:9]=2)[CH:7]=[CH:6][CH:5]=[CH:4][CH:3]=1.C(O)(=[O:26])C, predict the reaction product. (4) Given the reactants [O:1]1[CH2:5][CH2:4][CH:3]([OH:6])[CH2:2]1.[C:7](=O)([O:16]N1C(=O)CCC1=O)[O:8][N:9]1[C:13](=[O:14])[CH2:12][CH2:11][C:10]1=[O:15], predict the reaction product. The product is: [C:7](=[O:16])([O:6][CH:3]1[CH2:4][CH2:5][O:1][CH2:2]1)[O:8][N:9]1[C:13](=[O:14])[CH2:12][CH2:11][C:10]1=[O:15].